From a dataset of Full USPTO retrosynthesis dataset with 1.9M reactions from patents (1976-2016). Predict the reactants needed to synthesize the given product. (1) Given the product [C:1]([C:3]1[CH:12]=[CH:11][C:6]([C:7]([OH:9])=[O:8])=[C:5]([O:13][CH3:14])[CH:4]=1)#[N:2], predict the reactants needed to synthesize it. The reactants are: [C:1]([C:3]1[CH:12]=[CH:11][C:6]([C:7]([O:9]C)=[O:8])=[C:5]([O:13][CH3:14])[CH:4]=1)#[N:2].O.O[Li].O. (2) Given the product [Cl:27][C:28]1[CH:35]=[CH:34][C:31]([CH2:32][N:9]([C:6]2[CH:7]=[CH:8][C:3]([O:2][CH3:1])=[CH:4][CH:5]=2)[CH2:10][CH2:11][N:12]2[CH:21]=[CH:20][C:19]3[C:14](=[CH:15][C:16]([C:22]([O:24][CH3:25])=[O:23])=[CH:17][CH:18]=3)[C:13]2=[O:26])=[CH:30][CH:29]=1, predict the reactants needed to synthesize it. The reactants are: [CH3:1][O:2][C:3]1[CH:8]=[CH:7][C:6]([NH:9][CH2:10][CH2:11][N:12]2[CH:21]=[CH:20][C:19]3[C:14](=[CH:15][C:16]([C:22]([O:24][CH3:25])=[O:23])=[CH:17][CH:18]=3)[C:13]2=[O:26])=[CH:5][CH:4]=1.[Cl:27][C:28]1[CH:35]=[CH:34][C:31]([CH:32]=O)=[CH:30][CH:29]=1. (3) Given the product [Cl:27][C:22]1[CH:21]=[C:20]([CH:25]=[CH:24][C:23]=1[Cl:26])[CH2:19][N:16]([O:17][CH3:18])[C:15]([C:14]1[CH2:8][N:1]([CH2:2][CH2:3][CH2:4][C:5]([OH:7])=[O:6])[C:12](=[O:30])[C:13]=1[OH:29])=[O:28], predict the reactants needed to synthesize it. The reactants are: [NH2:1][CH2:2][CH2:3][CH2:4][C:5]([OH:7])=[O:6].[CH2:8]=O.CO[C:12](=[O:30])[C:13]([OH:29])=[CH:14][C:15](=[O:28])[N:16]([CH2:19][C:20]1[CH:25]=[CH:24][C:23]([Cl:26])=[C:22]([Cl:27])[CH:21]=1)[O:17][CH3:18]. (4) Given the product [OH:7][CH2:8][C@H:9]([N:11]1[CH:20]=[CH:19][C:18]2[C:13](=[CH:14][CH:15]=[C:16]([CH3:1])[C:17]=2[N+:21]([O-:23])=[O:22])[C:12]1=[O:24])[CH3:10], predict the reactants needed to synthesize it. The reactants are: [CH3:1]C(C)([O-])C.[K+].[OH:7][CH2:8][C@H:9]([N:11]1[CH:20]=[CH:19][C:18]2[C:13](=[CH:14][CH:15]=[CH:16][C:17]=2[N+:21]([O-:23])=[O:22])[C:12]1=[O:24])[CH3:10].Cl.FC(F)(F)C(O)=O.C(=O)([O-])[O-].[K+].[K+].